Task: Binary Classification. Given a drug SMILES string, predict its activity (active/inactive) in a high-throughput screening assay against a specified biological target.. Dataset: M1 muscarinic receptor antagonist screen with 61,756 compounds (1) The compound is O1C(CC(=O)Nc2ccc(OC)cc2)C(=O)Nc2c1ccc(c2)C. The result is 0 (inactive). (2) The drug is Clc1ccc(N2C(=O)C(N3CCC(CC3)c3oc4c(n3)cccc4)CC2=O)cc1. The result is 0 (inactive).